This data is from Forward reaction prediction with 1.9M reactions from USPTO patents (1976-2016). The task is: Predict the product of the given reaction. (1) Given the reactants [Cl:1][C:2]1[C:3]([F:28])=[C:4]([CH:25]=[CH:26][CH:27]=1)[NH:5][C:6]1[C:15]2[C:10](=[CH:11][C:12]([O:23][CH3:24])=[C:13]([O:16][CH:17]3[CH2:22][CH2:21][NH:20][CH2:19][CH2:18]3)[CH:14]=2)[N:9]=[CH:8][N:7]=1.C(N(C(C)C)CC)(C)C.Br[CH2:39][C:40]([NH2:42])=[O:41], predict the reaction product. The product is: [C:40]([CH2:39][N:20]1[CH2:21][CH2:22][CH:17]([O:16][C:13]2[CH:14]=[C:15]3[C:10](=[CH:11][C:12]=2[O:23][CH3:24])[N:9]=[CH:8][N:7]=[C:6]3[NH:5][C:4]2[CH:25]=[CH:26][CH:27]=[C:2]([Cl:1])[C:3]=2[F:28])[CH2:18][CH2:19]1)(=[O:41])[NH2:42]. (2) Given the reactants [Cl:1][C:2]1[CH:8]=[C:7]([O:9][C:10]2[C:11]3[N:18]([CH3:19])[CH:17]=[CH:16][C:12]=3[N:13]=[CH:14][N:15]=2)[CH:6]=[CH:5][C:3]=1[NH2:4].C(N(CC)CC)C.[C:27]([C:30]1[CH:31]=[C:32]([N:36]=[C:37]=[O:38])[CH:33]=[CH:34][CH:35]=1)(=[O:29])[CH3:28], predict the reaction product. The product is: [C:27]([C:30]1[CH:31]=[C:32]([NH:36][C:37]([NH:4][C:3]2[CH:5]=[CH:6][C:7]([O:9][C:10]3[C:11]4[N:18]([CH3:19])[CH:17]=[CH:16][C:12]=4[N:13]=[CH:14][N:15]=3)=[CH:8][C:2]=2[Cl:1])=[O:38])[CH:33]=[CH:34][CH:35]=1)(=[O:29])[CH3:28]. (3) Given the reactants [NH2:1][C:2]1[CH:7]=[CH:6][C:5](Br)=[CH:4][N:3]=1.[F:9][C:10]([F:21])([F:20])[C:11]1[CH:16]=[CH:15][C:14](B(O)O)=[CH:13][CH:12]=1, predict the reaction product. The product is: [F:9][C:10]([F:21])([F:20])[C:11]1[CH:16]=[CH:15][C:14]([C:5]2[CH:6]=[CH:7][C:2]([NH2:1])=[N:3][CH:4]=2)=[CH:13][CH:12]=1. (4) Given the reactants [NH2:1][C:2]1[N:6]([CH3:7])[NH:5][C:4](=[O:8])[CH:3]=1.[Br:9][C:10]1[CH:11]=[C:12]([CH:15]=[CH:16][C:17]=1[F:18])[CH:13]=O.[CH2:19]1[C:25](=O)[CH2:24][S:21](=[O:23])(=[O:22])[CH2:20]1, predict the reaction product. The product is: [Br:9][C:10]1[CH:11]=[C:12]([CH:13]2[C:20]3[S:21](=[O:23])(=[O:22])[CH2:24][CH2:25][C:19]=3[NH:1][C:2]3[N:6]([CH3:7])[NH:5][C:4](=[O:8])[C:3]2=3)[CH:15]=[CH:16][C:17]=1[F:18]. (5) Given the reactants [O:1]1CCO[CH:2]1[C:6]1[CH:11]=[CH:10][C:9]([C:12](=[O:20])[CH2:13][C:14]2[CH:19]=[CH:18][CH:17]=[CH:16][CH:15]=2)=[CH:8][CH:7]=1.Cl.CCOC(C)=O, predict the reaction product. The product is: [C:14]1([CH2:13][C:12]([C:9]2[CH:8]=[CH:7][C:6]([CH:2]=[O:1])=[CH:11][CH:10]=2)=[O:20])[CH:15]=[CH:16][CH:17]=[CH:18][CH:19]=1. (6) Given the reactants [Cl:1][C:2]1[CH:7]=[C:6]([NH2:8])[N:5]2[N:9]=[CH:10][CH:11]=[C:4]2[N:3]=1.C(N([CH2:19][CH3:20])C(C)C)(C)C.[CH3:21][Si:22]([CH3:29])([CH3:28])[CH2:23][CH2:24][O:25][CH2:26]Cl.[C:30]([O-:33])(O)=O.[Na+], predict the reaction product. The product is: [Cl:1][C:2]1[CH:7]=[C:6]([N:8]([CH2:30][O:33][CH2:19][CH2:20][Si:22]([CH3:28])([CH3:23])[CH3:21])[CH2:26][O:25][CH2:24][CH2:23][Si:22]([CH3:29])([CH3:28])[CH3:21])[N:5]2[N:9]=[CH:10][CH:11]=[C:4]2[N:3]=1. (7) The product is: [CH2:24]([N:22]([CH2:21][C:16]1[CH:15]=[C:14]([C:12]2[O:11][N:10]=[C:9]([C:7]3[CH:8]=[C:3]([CH3:1])[C:4]([O:27][CH:51]([CH2:52][OH:53])[CH2:50][OH:49])=[C:5]([CH3:26])[CH:6]=3)[N:13]=2)[CH:19]=[C:18]([CH3:20])[CH:17]=1)[CH3:23])[CH3:25].[CH:59]([O-:60])=[O:58]. Given the reactants [CH2:1]([C:3]1[CH:8]=[C:7]([C:9]2[N:13]=[C:12]([C:14]3[CH:19]=[C:18]([CH3:20])[CH:17]=[C:16]([CH2:21][N:22]([CH2:24][CH3:25])[CH3:23])[CH:15]=3)[O:11][N:10]=2)[CH:6]=[C:5]([CH3:26])[C:4]=1[OH:27])C.C1C=CC(P(C2C=CC=CC=2)C2C=CC=CC=2)=CC=1.CC1(C)[O:53][CH2:52][CH:51](O)[CH2:50][O:49]1.CC[O:58][C:59](/N=N/C(OCC)=O)=[O:60], predict the reaction product.